From a dataset of Forward reaction prediction with 1.9M reactions from USPTO patents (1976-2016). Predict the product of the given reaction. (1) Given the reactants [CH3:1][C:2]1[N:3]=[C:4]([CH2:10][CH2:11][C:12]2[C:13]([C:17]3[CH:22]=[CH:21][CH:20]=[CH:19][N:18]=3)=[N:14][O:15][CH:16]=2)[S:5][C:6]=1[C:7]([OH:9])=O.F[B-](F)(F)F.N1(OC(N(C)C)=[N+](C)C)C2C=CC=CC=2N=N1.C(N(CC)C(C)C)(C)C.[NH2:54][CH:55]1[CH2:60][CH2:59][O:58][CH2:57][CH2:56]1, predict the reaction product. The product is: [O:58]1[CH2:59][CH2:60][CH:55]([NH:54][C:7]([C:6]2[S:5][C:4]([CH2:10][CH2:11][C:12]3[C:13]([C:17]4[CH:22]=[CH:21][CH:20]=[CH:19][N:18]=4)=[N:14][O:15][CH:16]=3)=[N:3][C:2]=2[CH3:1])=[O:9])[CH2:56][CH2:57]1. (2) Given the reactants [CH2:1]([C:3]1[CH:12]=[C:11]([C:13]2[N:17]=[C:16]([C:18]3[CH:23]=[C:22]([CH3:24])[C:21]([CH2:25][CH:26]([CH3:28])[CH3:27])=[CH:20][N:19]=3)[O:15][N:14]=2)[CH:10]=[C:9]([CH3:29])[C:4]=1[O:5][CH2:6][CH2:7][NH2:8])[CH3:2].[K+].[CH2:31]([S:33]([NH-])(=[O:35])=[O:34])[CH3:32], predict the reaction product. The product is: [CH2:1]([C:3]1[CH:12]=[C:11]([C:13]2[N:17]=[C:16]([C:18]3[CH:23]=[C:22]([CH3:24])[C:21]([CH2:25][CH:26]([CH3:28])[CH3:27])=[CH:20][N:19]=3)[O:15][N:14]=2)[CH:10]=[C:9]([CH3:29])[C:4]=1[O:5][CH2:6][CH2:7][NH:8][S:33]([CH2:31][CH3:32])(=[O:35])=[O:34])[CH3:2]. (3) Given the reactants [NH:1]([C:7]([O:9][CH2:10][CH:11]=[CH2:12])=[O:8])[C@H:2]([C:4]([OH:6])=O)[CH3:3].C1CCC(N=C=NC2CCCCC2)CC1.CCN(C(C)C)C(C)C.C(O)(C(F)(F)F)=O.[NH2:44][C@H:45]([C:53]([OH:55])=[O:54])[CH2:46][CH2:47][CH2:48][NH:49][C:50]([NH2:52])=[O:51].[CH:56]1[C:61]([C:62]([OH:64])=[O:63])=[CH:60][CH:59]=[C:58]([NH2:65])[CH:57]=1, predict the reaction product. The product is: [NH:1]([C:7]([O:9][CH2:10][CH:11]=[CH2:12])=[O:8])[C@H:2]([C:4]([NH:44][C@H:45]([C:53]([OH:55])=[O:54])[CH2:46][CH2:47][CH2:48][NH:49][C:50]([NH2:52])=[O:51])=[O:6])[CH3:3].[CH:56]1[C:61]([C:62]([OH:64])=[O:63])=[CH:60][CH:59]=[C:58]([NH2:65])[CH:57]=1. (4) Given the reactants [Br:1][C:2]1[CH:7]=[CH:6][C:5](/[CH:8]=[N:9]/[C:10]2[C:15]([Cl:16])=[CH:14][C:13]([Cl:17])=[CH:12][N:11]=2)=[CH:4][CH:3]=1.C1(C)C=CC(S([CH:27]([N+:29]#[C-:30])[CH3:28])(=O)=O)=CC=1.C(=O)([O-])[O-].[K+].[K+], predict the reaction product. The product is: [Br:1][C:2]1[CH:3]=[CH:4][C:5]([C:8]2[N:9]([C:10]3[C:15]([Cl:16])=[CH:14][C:13]([Cl:17])=[CH:12][N:11]=3)[CH:30]=[N:29][C:27]=2[CH3:28])=[CH:6][CH:7]=1. (5) The product is: [NH2:41][C:31]1[C:32]2[C:37](=[CH:36][CH:35]=[C:34]([NH:38][C:12]([C:10]3[N:11]=[C:7]([C:1]4[CH:2]=[CH:3][CH:4]=[CH:5][CH:6]=4)[O:8][C:9]=3[C:15]([F:18])([F:17])[F:16])=[O:14])[CH:33]=2)[N:29]([C:26]2[CH:27]=[CH:28][C:23]([C:19]([CH3:22])([CH3:21])[CH3:20])=[CH:24][CH:25]=2)[N:30]=1. Given the reactants [C:1]1([C:7]2[O:8][C:9]([C:15]([F:18])([F:17])[F:16])=[C:10]([C:12]([OH:14])=O)[N:11]=2)[CH:6]=[CH:5][CH:4]=[CH:3][CH:2]=1.[C:19]([C:23]1[CH:28]=[CH:27][C:26]([N:29]2[C:37]3[C:32](=[CH:33][C:34]([N+:38]([O-])=O)=[CH:35][CH:36]=3)[C:31]([NH2:41])=[N:30]2)=[CH:25][CH:24]=1)([CH3:22])([CH3:21])[CH3:20].NC1C2C(=CC=C(NC(C3N=C(C4C=CC=CC=4)OC=3C(F)(F)F)=O)C=2)N(CCC)N=1, predict the reaction product.